This data is from Forward reaction prediction with 1.9M reactions from USPTO patents (1976-2016). The task is: Predict the product of the given reaction. (1) Given the reactants [Cl:1][C:2]1[CH:3]=[C:4]([C@H:9]([NH:13][C:14](=[O:20])[O:15][C:16]([CH3:19])([CH3:18])[CH3:17])[CH2:10][CH2:11]I)[CH:5]=[CH:6][C:7]=1[Cl:8].[C-:21]#[N:22].[Na+].O, predict the reaction product. The product is: [C:21]([CH2:11][CH2:10][C@@H:9]([NH:13][C:14](=[O:20])[O:15][C:16]([CH3:19])([CH3:18])[CH3:17])[C:4]1[CH:5]=[CH:6][C:7]([Cl:8])=[C:2]([Cl:1])[CH:3]=1)#[N:22]. (2) The product is: [CH3:10][C:9]([C:13]1[CH:12]=[C:9]([CH:8]=[CH:7][C:6]=1[OH:5])[C:10]#[N:11])([CH3:12])[CH:8]=[CH2:7]. Given the reactants CC(C)=CC[O:5][C:6]1[CH:13]=[CH:12][C:9]([C:10]#[N:11])=[CH:8][CH:7]=1, predict the reaction product. (3) Given the reactants [CH:1]1([C:6]2[CH:18]=[CH:17][C:9]([C:10]([O:12]C(C)(C)C)=[O:11])=[C:8]([NH:19][C:20]3[CH:25]=[CH:24][C:23]([F:26])=[CH:22][CH:21]=3)[CH:7]=2)[CH2:5][CH2:4][CH:3]=[CH:2]1, predict the reaction product. The product is: [CH:1]1([C:6]2[CH:18]=[CH:17][C:9]([C:10]([OH:12])=[O:11])=[C:8]([NH:19][C:20]3[CH:25]=[CH:24][C:23]([F:26])=[CH:22][CH:21]=3)[CH:7]=2)[CH2:2][CH2:3][CH2:4][CH2:5]1. (4) The product is: [NH2:1][C:2]1[N:3]([CH3:24])[C:4](=[O:23])[C:5]2([C:15]3[C:10](=[CH:11][CH:12]=[C:13]([C:29]4[CH:28]=[C:27]([CH:32]=[CH:31][CH:30]=4)[C:25]#[N:26])[CH:14]=3)[O:9][CH:8]([C:17]3[CH:22]=[CH:21][CH:20]=[CH:19][CH:18]=3)[CH2:7]2)[N:6]=1. Given the reactants [NH2:1][C:2]1[N:3]([CH3:24])[C:4](=[O:23])[C:5]2([C:15]3[C:10](=[CH:11][CH:12]=[C:13](Br)[CH:14]=3)[O:9][CH:8]([C:17]3[CH:22]=[CH:21][CH:20]=[CH:19][CH:18]=3)[CH2:7]2)[N:6]=1.[C:25]([C:27]1[CH:32]=[CH:31][C:30](B(O)O)=[CH:29][CH:28]=1)#[N:26], predict the reaction product. (5) Given the reactants [CH:1]12[CH:6]([CH2:7][O:8][C:9]3[N:14]=[CH:13][C:12]([C:15]#[N:16])=[CH:11][CH:10]=3)[CH:5]1[CH2:4][NH:3][CH2:2]2.[CH3:17][C:18]1[C:26]2[CH2:25][O:24][C:23](=[O:27])[C:22]=2[CH:21]=[CH:20][C:19]=1[C@@H:28]1[CH2:30][O:29]1, predict the reaction product. The product is: [OH:29][C@H:28]([C:19]1[CH:20]=[CH:21][C:22]2[C:23](=[O:27])[O:24][CH2:25][C:26]=2[C:18]=1[CH3:17])[CH2:30][N:3]1[CH2:2][CH:1]2[CH:5]([CH:6]2[CH2:7][O:8][C:9]2[N:14]=[CH:13][C:12]([C:15]#[N:16])=[CH:11][CH:10]=2)[CH2:4]1. (6) Given the reactants Br[C:2]1[CH:7]=[CH:6][CH:5]=[C:4]([O:8][CH2:9][CH2:10][CH2:11][CH2:12][CH3:13])[CH:3]=1.CC1(C)C(C)(C)OB([C:22]2[CH:32]=[CH:31][C:25]([CH2:26][NH:27][C:28](=[O:30])[O-:29])=[CH:24][CH:23]=2)O1.C(=O)([O-])[O-].[Na+].[Na+].O, predict the reaction product. The product is: [CH2:9]([O:8][C:4]1[CH:3]=[C:2]([C:22]2[CH:23]=[CH:24][C:25]([CH2:26][NH:27][C:28](=[O:30])[O:29][C:25]([CH3:31])([CH3:26])[CH3:24])=[CH:31][CH:32]=2)[CH:7]=[CH:6][CH:5]=1)[CH2:10][CH2:11][CH2:12][CH3:13]. (7) Given the reactants [Cl:1][C:2]1[CH:7]=[CH:6][C:5]([C:8]2(O)[C:16]3[C:11](=[CH:12][CH:13]=[CH:14][CH:15]=3)[C:10](=[O:17])[N:9]2[CH2:18][CH2:19][C:20]2[CH:25]=[CH:24][CH:23]=[CH:22][CH:21]=2)=[CH:4][CH:3]=1.S(Cl)([Cl:29])=O, predict the reaction product. The product is: [Cl:29][C:8]1([C:5]2[CH:6]=[CH:7][C:2]([Cl:1])=[CH:3][CH:4]=2)[C:16]2[C:11](=[CH:12][CH:13]=[CH:14][CH:15]=2)[C:10](=[O:17])[N:9]1[CH2:18][CH2:19][C:20]1[CH:25]=[CH:24][CH:23]=[CH:22][CH:21]=1.